Dataset: NCI-60 drug combinations with 297,098 pairs across 59 cell lines. Task: Regression. Given two drug SMILES strings and cell line genomic features, predict the synergy score measuring deviation from expected non-interaction effect. (1) Drug 1: CC1C(C(CC(O1)OC2CC(CC3=C2C(=C4C(=C3O)C(=O)C5=C(C4=O)C(=CC=C5)OC)O)(C(=O)CO)O)N)O.Cl. Drug 2: C1=NC2=C(N1)C(=S)N=C(N2)N. Cell line: U251. Synergy scores: CSS=37.5, Synergy_ZIP=-5.16, Synergy_Bliss=1.22, Synergy_Loewe=0.0259, Synergy_HSA=2.88. (2) Drug 1: CC12CCC(CC1=CCC3C2CCC4(C3CC=C4C5=CN=CC=C5)C)O. Drug 2: CCC1(C2=C(COC1=O)C(=O)N3CC4=CC5=C(C=CC(=C5CN(C)C)O)N=C4C3=C2)O.Cl. Cell line: NCI-H460. Synergy scores: CSS=22.3, Synergy_ZIP=-3.77, Synergy_Bliss=0.530, Synergy_Loewe=-16.2, Synergy_HSA=-0.625. (3) Drug 1: CC1=C(C=C(C=C1)NC2=NC=CC(=N2)N(C)C3=CC4=NN(C(=C4C=C3)C)C)S(=O)(=O)N.Cl. Drug 2: CC12CCC(CC1=CCC3C2CCC4(C3CC=C4C5=CN=CC=C5)C)O. Cell line: UACC62. Synergy scores: CSS=3.33, Synergy_ZIP=0.366, Synergy_Bliss=2.96, Synergy_Loewe=1.27, Synergy_HSA=3.10. (4) Drug 1: C1CCC(C1)C(CC#N)N2C=C(C=N2)C3=C4C=CNC4=NC=N3. Drug 2: C1CN1P(=S)(N2CC2)N3CC3. Cell line: SNB-19. Synergy scores: CSS=18.8, Synergy_ZIP=0.888, Synergy_Bliss=4.11, Synergy_Loewe=-5.22, Synergy_HSA=1.36. (5) Drug 1: C1=NC2=C(N1)C(=S)N=C(N2)N. Drug 2: C1CNP(=O)(OC1)N(CCCl)CCCl. Cell line: PC-3. Synergy scores: CSS=14.6, Synergy_ZIP=-6.94, Synergy_Bliss=-4.11, Synergy_Loewe=-29.8, Synergy_HSA=-3.08. (6) Drug 2: C1=CN(C(=O)N=C1N)C2C(C(C(O2)CO)O)O.Cl. Cell line: HCT-15. Synergy scores: CSS=64.3, Synergy_ZIP=-3.16, Synergy_Bliss=-1.10, Synergy_Loewe=-8.03, Synergy_HSA=2.29. Drug 1: C1=CC(=C2C(=C1NCCNCCO)C(=O)C3=C(C=CC(=C3C2=O)O)O)NCCNCCO. (7) Synergy scores: CSS=27.7, Synergy_ZIP=-8.41, Synergy_Bliss=-0.887, Synergy_Loewe=-31.4, Synergy_HSA=-3.43. Drug 1: CC1=C2C(C(=O)C3(C(CC4C(C3C(C(C2(C)C)(CC1OC(=O)C(C(C5=CC=CC=C5)NC(=O)OC(C)(C)C)O)O)OC(=O)C6=CC=CC=C6)(CO4)OC(=O)C)O)C)O. Drug 2: C(CC(=O)O)C(=O)CN.Cl. Cell line: UACC62.